This data is from Reaction yield outcomes from USPTO patents with 853,638 reactions. The task is: Predict the reaction yield, written as a fraction of the theoretical maximum amount of product (1.0 means a 100% yield; for example, 0.34 means a 34% yield). (1) The reactants are [CH2:1]([O:8][C:9]1[CH:14]=[CH:13][C:12]([C:15]2[N:16]([CH2:28][CH2:29][OH:30])[CH:17]=[C:18]([C:20]3[N:21]([CH:25]([CH3:27])[CH3:26])[N:22]=[CH:23][N:24]=3)[N:19]=2)=[C:11](F)[CH:10]=1)[C:2]1[CH:7]=[CH:6][CH:5]=[CH:4][CH:3]=1.[H-].[Na+]. The catalyst is CN(C=O)C. The product is [CH2:1]([O:8][C:9]1[CH:14]=[CH:13][C:12]2[C:15]3[N:16]([CH2:28][CH2:29][O:30][C:11]=2[CH:10]=1)[CH:17]=[C:18]([C:20]1[N:21]([CH:25]([CH3:27])[CH3:26])[N:22]=[CH:23][N:24]=1)[N:19]=3)[C:2]1[CH:7]=[CH:6][CH:5]=[CH:4][CH:3]=1. The yield is 0.580. (2) The reactants are [Br:1][C:2]1[CH:3]=[C:4]([NH:16][S:17]([CH3:20])(=[O:19])=[O:18])[C:5]([NH:8]C(=O)OC(C)(C)C)=[N:6][CH:7]=1.Cl. The catalyst is CO. The product is [NH2:8][C:5]1[C:4]([NH:16][S:17]([CH3:20])(=[O:19])=[O:18])=[CH:3][C:2]([Br:1])=[CH:7][N:6]=1. The yield is 1.00.